From a dataset of Reaction yield outcomes from USPTO patents with 853,638 reactions. Predict the reaction yield, written as a fraction of the theoretical maximum amount of product (1.0 means a 100% yield; for example, 0.34 means a 34% yield). (1) The reactants are [NH2:1][C:2]1[CH:16]=[N:15][C:5]2[NH:6][C:7]3[CH:12]=[N:11][C:10]([C:13]#[N:14])=[CH:9][C:8]=3[C:4]=2[CH:3]=1.[N:17]1([C:22](Cl)=[O:23])[CH2:21][CH2:20][CH2:19][CH2:18]1.C(=O)(O)[O-].[Na+]. The catalyst is N1C=CC=CC=1.CO.C(Cl)Cl.O. The product is [N:17]1([C:22]([NH:1][C:2]2[CH:16]=[N:15][C:5]3[NH:6][C:7]4[CH:12]=[N:11][C:10]([C:13]#[N:14])=[CH:9][C:8]=4[C:4]=3[CH:3]=2)=[O:23])[CH2:21][CH2:20][CH2:19][CH2:18]1. The yield is 0.110. (2) The reactants are [N:1]1[CH:2]=[CH:3][N:4]2[CH:9]=[CH:8][CH:7]=[C:6]([CH:10]=O)[C:5]=12.[K+].[Br-]. No catalyst specified. The yield is 0.100. The product is [CH3:10][C:6]1[C:5]2[N:4]([CH:3]=[CH:2][N:1]=2)[CH:9]=[CH:8][CH:7]=1. (3) The reactants are [Cl:1][C:2]1[N:3]([C@@H:15]2[O:21][C@H:20]([CH2:22][OH:23])[C@@H:18]([OH:19])[C@H:16]2[OH:17])[C:4]2[C:9]([C:10]=1[CH:11]=O)=[CH:8][C:7]([Cl:13])=[C:6]([Cl:14])[CH:5]=2.Cl.[O:25]([NH2:27])C.C(=O)(O)[O-].[Na+].CO.O. The catalyst is CO.O.S([O-])([O-])(=O)=S.[Na+].[Na+]. The product is [Cl:1][CH:2]1[C:10](=[C:11]=[N:27][OH:25])[C:9]2[C:4](=[CH:5][C:6]([Cl:14])=[C:7]([Cl:13])[CH:8]=2)[N:3]1[C@@H:15]1[O:21][C@H:20]([CH2:22][OH:23])[C@@H:18]([OH:19])[C@H:16]1[OH:17]. The yield is 0.700.